Predict the product of the given reaction. From a dataset of Forward reaction prediction with 1.9M reactions from USPTO patents (1976-2016). (1) Given the reactants [CH3:1][O:2][C:3]([C:5]1[CH:10]=[C:9]([Br:11])[C:8](=[O:12])[N:7]([CH2:13][CH:14]([CH2:17][CH3:18])[CH2:15][CH3:16])[C:6]=1[CH2:19]Br)=[O:4].[CH3:21][O:22][C:23](=[O:36])[CH2:24][NH:25][S:26]([C:29]1[CH:34]=[CH:33][C:32]([CH3:35])=[CH:31][CH:30]=1)(=[O:28])=[O:27].[I-].[Na+].C(=O)([O-])[O-].[K+].[K+], predict the reaction product. The product is: [CH3:1][O:2][C:3]([C:5]1[CH:10]=[C:9]([Br:11])[C:8](=[O:12])[N:7]([CH2:13][CH:14]([CH2:17][CH3:18])[CH2:15][CH3:16])[C:6]=1[CH2:19][N:25]([CH2:24][C:23]([O:22][CH3:21])=[O:36])[S:26]([C:29]1[CH:30]=[CH:31][C:32]([CH3:35])=[CH:33][CH:34]=1)(=[O:28])=[O:27])=[O:4]. (2) Given the reactants [OH:1][C@@H:2]1[C:10]2[C:5](=[CH:6][CH:7]=[C:8]([C:11]([O:13][CH2:14][CH2:15][Si](C)(C)C)=[O:12])[CH:9]=2)[CH2:4][CH2:3]1.[H-].[Na+].[CH2:22](Cl)[C:23]1[CH:28]=[CH:27][CH:26]=[CH:25][CH:24]=1, predict the reaction product. The product is: [CH2:22]([O:1][C@@H:2]1[C:10]2[C:5](=[CH:6][CH:7]=[C:8]([C:11]([O:13][CH2:14][C:15]3[CH:9]=[CH:10][CH:2]=[CH:3][CH:4]=3)=[O:12])[CH:9]=2)[CH2:4][CH2:3]1)[C:23]1[CH:28]=[CH:27][CH:26]=[CH:25][CH:24]=1. (3) Given the reactants [H-].[Na+].[CH2:3]([N:10]1[CH2:15][CH2:14][N:13]([C:16](=[O:31])[C:17]2[CH:22]=[C:21]([C:23]([F:26])([F:25])[F:24])[CH:20]=[C:19]([C:27]([F:30])([F:29])[F:28])[CH:18]=2)[C@H:12]([CH2:32][C:33]2[CH:38]=[CH:37][C:36]([CH3:39])=[C:35]([OH:40])[CH:34]=2)[CH2:11]1)[C:4]1[CH:9]=[CH:8][CH:7]=[CH:6][CH:5]=1.[CH3:41][O:42][CH2:43][CH2:44][O:45][CH2:46]Cl.O, predict the reaction product. The product is: [CH2:3]([N:10]1[CH2:15][CH2:14][N:13]([C:16](=[O:31])[C:17]2[CH:22]=[C:21]([C:23]([F:24])([F:25])[F:26])[CH:20]=[C:19]([C:27]([F:30])([F:29])[F:28])[CH:18]=2)[C@H:12]([CH2:32][C:33]2[CH:38]=[CH:37][C:36]([CH3:39])=[C:35]([O:40][CH2:41][O:42][CH2:43][CH2:44][O:45][CH3:46])[CH:34]=2)[CH2:11]1)[C:4]1[CH:9]=[CH:8][CH:7]=[CH:6][CH:5]=1. (4) Given the reactants [Br:1][C:2]1[C:3]([N:12]2[CH2:17][CH2:16][N:15]([CH:18](C3C=CC=CN=3)C)[CH2:14][CH2:13]2)=[C:4]([N+:9]([O-:11])=[O:10])[C:5]([NH2:8])=[N:6][CH:7]=1.[N:26]1[CH:31]=[C:30](CN2CCN(C(OC(C)(C)C)=O)CC2)[CH:29]=[N:28][CH:27]=1.C(O)(C(F)(F)F)=O.BrC1C(Cl)=C([N+]([O-])=O)C(N)=NC=1, predict the reaction product. The product is: [Br:1][C:2]1[C:3]([N:12]2[CH2:13][CH2:14][N:15]([CH2:18][C:30]3[CH:31]=[N:26][CH:27]=[N:28][CH:29]=3)[CH2:16][CH2:17]2)=[C:4]([N+:9]([O-:11])=[O:10])[C:5]([NH2:8])=[N:6][CH:7]=1. (5) Given the reactants [CH3:1][O:2][C:3]1[CH:10]=[CH:9][C:6]([CH2:7][NH2:8])=[CH:5][CH:4]=1.[Br:11][C:12]1[CH:17]=[C:16]([N+:18]([O-:20])=[O:19])[CH:15]=[C:14]([Br:21])[C:13]=1[CH2:22]Br.C([O-])([O-])=O.[K+].[K+], predict the reaction product. The product is: [Br:11][C:12]1[CH:17]=[C:16]([N+:18]([O-:20])=[O:19])[CH:15]=[C:14]([Br:21])[C:13]=1[CH2:22][NH:8][CH2:7][C:6]1[CH:9]=[CH:10][C:3]([O:2][CH3:1])=[CH:4][CH:5]=1. (6) Given the reactants [CH2:1]([O:3][C:4]([C:6]1[C:15](=[O:16])[C:14]2[C:9](=[C:10]([C:19]#[C:20][CH2:21][C@@H:22]3[CH2:26][C@H:25]([NH:27][C:28]([O:30][C:31]([CH3:34])([CH3:33])[CH3:32])=[O:29])[CH2:24][N:23]3[C:35]([O:37][C:38]([CH3:41])([CH3:40])[CH3:39])=[O:36])[C:11]([F:18])=[C:12]([F:17])[CH:13]=2)[N:8]([CH:42]2[CH2:44][CH2:43]2)[CH:7]=1)=[O:5])[CH3:2], predict the reaction product. The product is: [CH2:1]([O:3][C:4]([C:6]1[C:15](=[O:16])[C:14]2[C:9](=[C:10](/[CH:19]=[CH:20]\[CH2:21][C@@H:22]3[CH2:26][C@H:25]([NH:27][C:28]([O:30][C:31]([CH3:34])([CH3:33])[CH3:32])=[O:29])[CH2:24][N:23]3[C:35]([O:37][C:38]([CH3:41])([CH3:40])[CH3:39])=[O:36])[C:11]([F:18])=[C:12]([F:17])[CH:13]=2)[N:8]([CH:42]2[CH2:43][CH2:44]2)[CH:7]=1)=[O:5])[CH3:2].